From a dataset of Catalyst prediction with 721,799 reactions and 888 catalyst types from USPTO. Predict which catalyst facilitates the given reaction. (1) Reactant: C[O:2][C:3]([C@@H:5]1[CH2:13][C:12]2[C:7](=[CH:8][CH:9]=[CH:10][C:11]=2[S:14]([N:17]2[C@H:22]([CH3:23])[CH2:21][N:20]([C:24]3[CH:29]=[CH:28][C:27]([O:30][C:31]([F:34])([F:33])[F:32])=[CH:26][CH:25]=3)[CH2:19][C@@H:18]2[CH3:35])(=[O:16])=[O:15])[CH2:6]1)=[O:4].[OH-:36].[Li+].[CH2:38]1COCC1. Product: [S:14]([C:11]1[CH:12]=[CH:7][C:8]([CH3:38])=[CH:9][CH:10]=1)([OH:15])(=[O:16])=[O:36].[CH3:35][C@H:18]1[CH2:19][N:20]([C:24]2[CH:25]=[CH:26][C:27]([O:30][C:31]([F:33])([F:32])[F:34])=[CH:28][CH:29]=2)[CH2:21][C@@H:22]([CH3:23])[N:17]1[S:14]([C:11]1[CH:10]=[CH:9][CH:8]=[C:7]2[C:12]=1[CH2:13][C@@H:5]([C:3]([OH:4])=[O:2])[CH2:6]2)(=[O:15])=[O:16]. The catalyst class is: 6. (2) Reactant: C([Li])CCC.Br[C:7]1[N:8]=[C:9]([O:21][CH2:22][CH3:23])[N:10]([CH2:13][O:14][CH2:15][CH2:16][Si:17]([CH3:20])([CH3:19])[CH3:18])[C:11]=1[Cl:12].CN(C)CCN(C)C.CN([CH:35]=[O:36])C.[NH4+].[OH-]. Product: [Cl:12][C:11]1[N:10]([CH2:13][O:14][CH2:15][CH2:16][Si:17]([CH3:20])([CH3:19])[CH3:18])[C:9]([O:21][CH2:22][CH3:23])=[N:8][C:7]=1[CH:35]=[O:36]. The catalyst class is: 1. (3) Reactant: [OH:1][CH2:2][CH2:3][S:4]([CH2:7][C:8]([NH:11]C(=O)OC(C)(C)C)([CH3:10])[CH3:9])(=[O:6])=[O:5].[ClH:19]. Product: [ClH:19].[NH2:11][C:8]([CH3:10])([CH3:9])[CH2:7][S:4]([CH2:3][CH2:2][OH:1])(=[O:6])=[O:5]. The catalyst class is: 8. (4) Reactant: [CH2:1]([O:8][C:9]([NH:11][C:12]1[C:13]([C:23]([O:25]CC)=[O:24])=[N:14][C:15]2[C:20]([CH:21]=1)=[CH:19][CH:18]=[C:17](Br)[CH:16]=2)=[O:10])[C:2]1[CH:7]=[CH:6][CH:5]=[CH:4][CH:3]=1.[NH:28]1[CH2:33][CH2:32][O:31][CH2:30][C:29]1=[O:34].C1(P(C2C=CC=CC=2)C2C3OC4C(=CC=CC=4P(C4C=CC=CC=4)C4C=CC=CC=4)C(C)(C)C=3C=CC=2)C=CC=CC=1.C([O-])([O-])=O.[Cs+].[Cs+]. Product: [CH2:1]([O:8][C:9]([NH:11][C:12]1[C:13]([C:23]([OH:25])=[O:24])=[N:14][C:15]2[C:20]([CH:21]=1)=[CH:19][CH:18]=[C:17]([N:28]1[CH2:33][CH2:32][O:31][CH2:30][C:29]1=[O:34])[CH:16]=2)=[O:10])[C:2]1[CH:3]=[CH:4][CH:5]=[CH:6][CH:7]=1. The catalyst class is: 231. (5) Reactant: [Si:1]([O:8][C:9]1([CH3:19])[C:13](=[O:14])[NH:12][C@H:11]([C:15]([O:17]C)=[O:16])[CH2:10]1)([C:4]([CH3:7])([CH3:6])[CH3:5])([CH3:3])[CH3:2].[Li+].[OH-]. Product: [Si:1]([O:8][C:9]1([CH3:19])[C:13](=[O:14])[NH:12][C@H:11]([C:15]([OH:17])=[O:16])[CH2:10]1)([C:4]([CH3:7])([CH3:6])[CH3:5])([CH3:3])[CH3:2]. The catalyst class is: 200. (6) Reactant: [C:1]1([CH:7]([C:29]2[CH:34]=[CH:33][CH:32]=[CH:31][CH:30]=2)[CH2:8][CH2:9][N:10]([CH2:19][CH2:20][CH2:21][C:22]2[CH:27]=[CH:26][CH:25]=[CH:24][C:23]=2[OH:28])[C:11](=[O:18])[C:12]2[CH:17]=[CH:16][CH:15]=[CH:14][CH:13]=2)[CH:6]=[CH:5][CH:4]=[CH:3][CH:2]=1.CN1CCOCC1.[C:42]([O:46][CH3:47])(=[O:45])[CH2:43][CH3:44]. Product: [C:11]([N:10]([CH2:9][CH2:8][CH:7]([C:1]1[CH:2]=[CH:3][CH:4]=[CH:5][CH:6]=1)[C:29]1[CH:30]=[CH:31][CH:32]=[CH:33][CH:34]=1)[CH2:19][CH2:20][CH2:21][C:22]1[CH:27]=[CH:26][CH:25]=[CH:24][C:23]=1[O:28]/[CH:44]=[CH:43]/[C:42]([O:46][CH3:47])=[O:45])(=[O:18])[C:12]1[CH:17]=[CH:16][CH:15]=[CH:14][CH:13]=1. The catalyst class is: 210. (7) Reactant: Cl[C:2]1[CH:7]=[CH:6][N:5]=[C:4]([NH2:8])[N:3]=1.C(N(C(C)C)C(C)C)C.[NH2:18][CH2:19][CH2:20][CH2:21][N:22]([CH3:30])[C:23](=[O:29])[O:24][C:25]([CH3:28])([CH3:27])[CH3:26]. Product: [NH2:8][C:4]1[N:3]=[C:2]([NH:18][CH2:19][CH2:20][CH2:21][N:22]([CH3:30])[C:23](=[O:29])[O:24][C:25]([CH3:26])([CH3:28])[CH3:27])[CH:7]=[CH:6][N:5]=1. The catalyst class is: 259. (8) Reactant: C(O)C.C(O)(=O)C.[CH3:8][N:9]([CH2:11][C:12]1[CH:13]=[C:14]([CH:43]=[CH:44][CH:45]=1)[CH2:15][N:16]1[CH2:25][CH2:24][C:23]2[C:18](=[CH:19][C:20]([N+:39]([O-])=O)=[C:21]([N:26]3[CH2:31][CH2:30][N:29]([C:32]4[CH:37]=[CH:36][CH:35]=[CH:34][C:33]=4[CH3:38])[CH2:28][CH2:27]3)[CH:22]=2)[C:17]1=[O:42])[CH3:10]. Product: [NH2:39][C:20]1[CH:19]=[C:18]2[C:23]([CH2:24][CH2:25][N:16]([CH2:15][C:14]3[CH:43]=[CH:44][CH:45]=[C:12]([CH2:11][N:9]([CH3:10])[CH3:8])[CH:13]=3)[C:17]2=[O:42])=[CH:22][C:21]=1[N:26]1[CH2:27][CH2:28][N:29]([C:32]2[CH:37]=[CH:36][CH:35]=[CH:34][C:33]=2[CH3:38])[CH2:30][CH2:31]1. The catalyst class is: 292. (9) Reactant: [NH2:1]/[C:2](=[N:16]\[OH:17])/[C@H:3]([NH:5][C:6](=[O:15])[O:7][CH2:8][C:9]1[CH:14]=[CH:13][CH:12]=[CH:11][CH:10]=1)[CH3:4].[C:18](N1C=CN=C1)(=O)[CH3:19]. Product: [CH3:18][C:19]1[O:17][N:16]=[C:2]([C@H:3]([NH:5][C:6](=[O:15])[O:7][CH2:8][C:9]2[CH:14]=[CH:13][CH:12]=[CH:11][CH:10]=2)[CH3:4])[N:1]=1. The catalyst class is: 12. (10) Reactant: [CH3:1][C:2]1[C:3]([C:8]([OH:10])=O)=[N:4][CH:5]=[CH:6][CH:7]=1.C1N=CN(C(N2C=NC=C2)=O)C=1.[CH2:23]([N:27]1[C:35]2[N:34]=[C:33]([Cl:36])[NH:32][C:31]=2[C:30](=[O:37])[N:29]([CH2:38][CH2:39][CH2:40][CH2:41]/[C:42](=[N:45]/[H])/[NH:43]O)[C:28]1=[O:47])[CH2:24][CH2:25][CH3:26]. Product: [CH2:23]([N:27]1[C:35]2[N:34]=[C:33]([Cl:36])[NH:32][C:31]=2[C:30](=[O:37])[N:29]([CH2:38][CH2:39][CH2:40][CH2:41][C:42]2[N:43]=[C:8]([C:3]3[C:2]([CH3:1])=[CH:7][CH:6]=[CH:5][N:4]=3)[O:10][N:45]=2)[C:28]1=[O:47])[CH2:24][CH2:25][CH3:26]. The catalyst class is: 16.